This data is from Forward reaction prediction with 1.9M reactions from USPTO patents (1976-2016). The task is: Predict the product of the given reaction. (1) Given the reactants C(O[C:4]([C:6]1[CH:7]=[N:8][C:9]2[C:14]([C:15]=1[NH:16][CH:17]1[CH2:21][CH2:20][CH2:19][CH2:18]1)=[CH:13][CH:12]=[CH:11][C:10]=2[O:22][CH3:23])=[O:5])C.[CH2:24]([N:27]=[C:28]=[O:29])[CH2:25][CH3:26], predict the reaction product. The product is: [CH:17]1([N:16]2[C:15]3[C:14]4[CH:13]=[CH:12][CH:11]=[C:10]([O:22][CH3:23])[C:9]=4[N:8]=[CH:7][C:6]=3[C:4](=[O:5])[N:27]([CH2:24][CH2:25][CH3:26])[C:28]2=[O:29])[CH2:18][CH2:19][CH2:20][CH2:21]1. (2) Given the reactants Cl[C:2]1[C:11]2[C:6](=[CH:7][CH:8]=[CH:9][CH:10]=2)[N:5]=[CH:4][N:3]=1.[CH3:12][O:13][C:14]1[CH:21]=[CH:20][C:17]([NH:18][CH3:19])=[CH:16][CH:15]=1, predict the reaction product. The product is: [CH3:12][O:13][C:14]1[CH:21]=[CH:20][C:17]([N:18]([CH3:19])[C:2]2[C:11]3[C:6](=[CH:7][CH:8]=[CH:9][CH:10]=3)[N:5]=[CH:4][N:3]=2)=[CH:16][CH:15]=1. (3) The product is: [CH2:1]([C@@:5]1([CH2:49][CH3:50])[NH:11][C@H:10]([C:12]2[CH:13]=[CH:14][CH:15]=[CH:16][CH:17]=2)[C:9]2[CH:18]=[C:19]([O:45][CH3:46])[C:20]([CH:22]([CH2:34][C:35]([OH:37])=[O:36])[CH2:23][C:24]([OH:26])=[O:25])=[CH:21][C:8]=2[S:7](=[O:48])(=[O:47])[CH2:6]1)[CH2:2][CH2:3][CH3:4]. Given the reactants [CH2:1]([C@@:5]1([CH2:49][CH3:50])[NH:11][C@H:10]([C:12]2[CH:17]=[CH:16][CH:15]=[CH:14][CH:13]=2)[C:9]2[CH:18]=[C:19]([O:45][CH3:46])[C:20]([CH:22]([CH:34](C(OCC)=O)[C:35]([O:37]CC)=[O:36])[CH:23](C(OCC)=O)[C:24]([O:26]CC)=[O:25])=[CH:21][C:8]=2[S:7](=[O:48])(=[O:47])[CH2:6]1)[CH2:2][CH2:3][CH3:4].Cl, predict the reaction product. (4) Given the reactants CN(C=O)C.C(Cl)(=O)C(Cl)=O.[Br:12][C:13]1[C:14]([C:21](O)=[O:22])=[N:15][C:16]([S:19][CH3:20])=[N:17][CH:18]=1.[BH4-].[Na+], predict the reaction product. The product is: [Br:12][C:13]1[C:14]([CH2:21][OH:22])=[N:15][C:16]([S:19][CH3:20])=[N:17][CH:18]=1.